From a dataset of Full USPTO retrosynthesis dataset with 1.9M reactions from patents (1976-2016). Predict the reactants needed to synthesize the given product. (1) Given the product [CH3:1][N:2]1[CH2:3][CH2:4][N:5]([C:8]2[CH:9]=[C:10]([C:21]3[CH:25]=[N:24][N:23]4[C:29]([NH2:28])=[C:30]([C:33]5[CH:38]=[CH:37][C:36]([N+:39]([O-:41])=[O:40])=[CH:35][CH:34]=5)[CH:31]=[N:26][C:22]=34)[CH:11]=[C:12]([N:14]3[CH2:19][CH2:18][N:17]([CH3:20])[CH2:16][CH2:15]3)[CH:13]=2)[CH2:6][CH2:7]1, predict the reactants needed to synthesize it. The reactants are: [CH3:1][N:2]1[CH2:7][CH2:6][N:5]([C:8]2[CH:9]=[C:10]([C:21]3[CH:25]=[N:24][NH:23][C:22]=3[NH2:26])[CH:11]=[C:12]([N:14]3[CH2:19][CH2:18][N:17]([CH3:20])[CH2:16][CH2:15]3)[CH:13]=2)[CH2:4][CH2:3]1.C[N:28](C)/[CH:29]=[C:30](/[C:33]1[CH:38]=[CH:37][C:36]([N+:39]([O-:41])=[O:40])=[CH:35][CH:34]=1)\[C:31]#N.C(O)(=O)C.[OH-].[Na+]. (2) Given the product [Cl:12][C:5]1[CH:4]=[CH:3][C:2]([C:4]2[CH:3]=[CH:2][CH:11]=[C:6]([CH2:7][O:31][C:15]3[CH:16]=[C:17]4[C:21](=[C:22]([Cl:23])[C:14]=3[Cl:13])[C:20](=[O:24])[C:19]([CH:26]3[CH2:30][CH2:29][CH2:28][CH2:27]3)([CH3:25])[CH2:18]4)[CH:5]=2)=[CH:11][C:6]=1[C:7]([OH:9])=[O:8], predict the reactants needed to synthesize it. The reactants are: Br[C:2]1[CH:3]=[CH:4][C:5]([Cl:12])=[C:6]([CH:11]=1)[C:7]([O:9]C)=[O:8].[Cl:13][C:14]1[C:22]([Cl:23])=[C:21]2[C:17]([CH2:18][C:19]([CH:26]3[CH2:30][CH2:29][CH2:28][CH2:27]3)([CH3:25])[C:20]2=[O:24])=[CH:16][C:15]=1[OH:31].